Dataset: CYP2C19 inhibition data for predicting drug metabolism from PubChem BioAssay. Task: Regression/Classification. Given a drug SMILES string, predict its absorption, distribution, metabolism, or excretion properties. Task type varies by dataset: regression for continuous measurements (e.g., permeability, clearance, half-life) or binary classification for categorical outcomes (e.g., BBB penetration, CYP inhibition). Dataset: cyp2c19_veith. (1) The drug is N#Cc1c(-c2cccs2)nc(SCC(=O)c2cccs2)[nH]c1=O. The result is 1 (inhibitor). (2) The drug is Nc1ncnc2c1ncn2C[C@@H](O)C(=O)O. The result is 0 (non-inhibitor). (3) The drug is C[C@@H](c1ccccc1)N1C(=O)[C@H]2CC[C@@H]3/C(=N\NC(=O)OCc4ccccc4)C[C@@H](O)[C@@H](O)[C@@H]3[C@@H]2C1=O. The result is 0 (non-inhibitor). (4) The compound is CCn1nccc1C(=O)Nc1nc2ccccc2n1CCN1CCCCC1. The result is 0 (non-inhibitor). (5) The molecule is COCCn1c(=O)c(-c2ccc(OC)cc2)nc2cnc(N3CCN(C)CC3)nc21. The result is 0 (non-inhibitor). (6) The compound is CCCC(=O)Nc1ccc(C(=O)Nc2cc(C(F)(F)F)ccc2Cl)cc1. The result is 1 (inhibitor). (7) The drug is CCCC/C=C/C(NC(=O)c1ccccc1)c1ccccc1. The result is 1 (inhibitor). (8) The compound is Clc1cc(I)cc(Cl)c1NC1=NCCN1. The result is 0 (non-inhibitor). (9) The molecule is CC(=O)N1CCC2(CC1)CCN(C(=O)Nc1cccc(C#N)c1)CC2. The result is 0 (non-inhibitor).